From a dataset of HIV replication inhibition screening data with 41,000+ compounds from the AIDS Antiviral Screen. Binary Classification. Given a drug SMILES string, predict its activity (active/inactive) in a high-throughput screening assay against a specified biological target. (1) The molecule is Nc1ccc2c(c1)O[Sn](c1ccccc1)(c1ccccc1)OC2=O. The result is 0 (inactive). (2) The drug is C=CC(=O)NC(=N)NC#N. The result is 0 (inactive).